This data is from Forward reaction prediction with 1.9M reactions from USPTO patents (1976-2016). The task is: Predict the product of the given reaction. (1) Given the reactants [CH3:1][N:2]([CH3:17])[CH:3]([CH2:7][CH2:8][S:9][S:10][C:11]1[CH:16]=[CH:15][CH:14]=[CH:13][N:12]=1)[C:4]([OH:6])=[O:5].O[N:19]1[C:23](=[O:24])[CH2:22][CH2:21][C:20]1=[O:25].C(Cl)CCl, predict the reaction product. The product is: [CH3:17][N:2]([CH3:1])[CH:3]([CH2:7][CH2:8][S:9][S:10][C:11]1[CH:16]=[CH:15][CH:14]=[CH:13][N:12]=1)[C:4]([O:6][N:19]1[C:23](=[O:24])[CH2:22][CH2:21][C:20]1=[O:25])=[O:5]. (2) Given the reactants Cl[C:2]1[CH:7]=[C:6]([Cl:8])[C:5]([C:9]([F:12])([F:11])[F:10])=[CH:4][N:3]=1.[CH3:13][CH:14]1[CH2:19][NH:18][CH2:17][CH:16]([CH3:20])[NH:15]1.C([O-])([O-])=O.[K+].[K+], predict the reaction product. The product is: [Cl:8][C:6]1[C:5]([C:9]([F:12])([F:11])[F:10])=[CH:4][N:3]=[C:2]([N:18]2[CH2:17][C@H:16]([CH3:20])[NH:15][C@H:14]([CH3:13])[CH2:19]2)[CH:7]=1. (3) Given the reactants C(P(C(C)(C)C)C1C=CC=CC=1C1C=CC=CC=1)(C)(C)C.CC(C)([O-])C.[Na+].Br[C:29]1[CH:72]=[CH:71][C:32]([CH2:33][O:34][CH:35]2[CH:40]([C:41]3[CH:46]=[CH:45][C:44]([O:47][CH2:48][CH2:49][CH2:50][O:51][CH2:52][C:53]4[CH:58]=[CH:57][CH:56]=[CH:55][C:54]=4[O:59][CH3:60])=[CH:43][CH:42]=3)[CH2:39][CH2:38][N:37]([C:61]([O:63][CH2:64][C:65]3[CH:70]=[CH:69][CH:68]=[CH:67][CH:66]=3)=[O:62])[CH2:36]2)=[CH:31][C:30]=1[O:73][CH2:74][CH2:75][CH2:76][O:77][CH3:78].[NH:79]1[CH2:83][CH2:82][CH2:81][CH2:80]1, predict the reaction product. The product is: [CH3:60][O:59][C:54]1[CH:55]=[CH:56][CH:57]=[CH:58][C:53]=1[CH2:52][O:51][CH2:50][CH2:49][CH2:48][O:47][C:44]1[CH:45]=[CH:46][C:41]([CH:40]2[CH2:39][CH2:38][N:37]([C:61]([O:63][CH2:64][C:65]3[CH:70]=[CH:69][CH:68]=[CH:67][CH:66]=3)=[O:62])[CH2:36][CH:35]2[O:34][CH2:33][C:32]2[CH:71]=[CH:72][C:29]([N:79]3[CH2:83][CH2:82][CH2:81][CH2:80]3)=[C:30]([O:73][CH2:74][CH2:75][CH2:76][O:77][CH3:78])[CH:31]=2)=[CH:42][CH:43]=1. (4) Given the reactants [CH3:1][O:2][C:3](=[O:17])/[CH:4]=[CH:5]/[C:6]1[CH:11]=[CH:10][C:9]([CH:12]2[CH2:16][CH2:15][CH2:14][NH:13]2)=[CH:8][CH:7]=1.[C:18]1(C)[CH:23]=CC(S(OCCC#C)(=O)=O)=[CH:20][CH:19]=1.C(=O)([O-])[O-].[K+].[K+], predict the reaction product. The product is: [CH3:1][O:2][C:3](=[O:17])/[CH:4]=[CH:5]/[C:6]1[CH:11]=[CH:10][C:9]([CH:12]2[CH2:16][CH2:15][CH2:14][N:13]2[CH2:20][CH2:19][C:18]#[CH:23])=[CH:8][CH:7]=1.